From a dataset of NCI-60 drug combinations with 297,098 pairs across 59 cell lines. Regression. Given two drug SMILES strings and cell line genomic features, predict the synergy score measuring deviation from expected non-interaction effect. (1) Drug 1: CC1=C2C(C(=O)C3(C(CC4C(C3C(C(C2(C)C)(CC1OC(=O)C(C(C5=CC=CC=C5)NC(=O)OC(C)(C)C)O)O)OC(=O)C6=CC=CC=C6)(CO4)OC(=O)C)OC)C)OC. Drug 2: C1C(C(OC1N2C=NC(=NC2=O)N)CO)O. Cell line: EKVX. Synergy scores: CSS=34.5, Synergy_ZIP=-5.65, Synergy_Bliss=-6.08, Synergy_Loewe=-44.7, Synergy_HSA=-6.24. (2) Drug 1: CC1=C(C=C(C=C1)NC(=O)C2=CC=C(C=C2)CN3CCN(CC3)C)NC4=NC=CC(=N4)C5=CN=CC=C5. Drug 2: CC12CCC3C(C1CCC2O)C(CC4=C3C=CC(=C4)O)CCCCCCCCCS(=O)CCCC(C(F)(F)F)(F)F. Cell line: OVCAR-4. Synergy scores: CSS=0.720, Synergy_ZIP=0.611, Synergy_Bliss=1.56, Synergy_Loewe=-2.76, Synergy_HSA=-2.14. (3) Drug 1: CC1=C(C=C(C=C1)NC(=O)C2=CC=C(C=C2)CN3CCN(CC3)C)NC4=NC=CC(=N4)C5=CN=CC=C5. Drug 2: CC1=C2C(C(=O)C3(C(CC4C(C3C(C(C2(C)C)(CC1OC(=O)C(C(C5=CC=CC=C5)NC(=O)OC(C)(C)C)O)O)OC(=O)C6=CC=CC=C6)(CO4)OC(=O)C)O)C)O. Cell line: OVCAR-8. Synergy scores: CSS=41.4, Synergy_ZIP=13.3, Synergy_Bliss=17.6, Synergy_Loewe=15.7, Synergy_HSA=14.0. (4) Cell line: SK-MEL-2. Drug 1: CN(C)C1=NC(=NC(=N1)N(C)C)N(C)C. Drug 2: COCCOC1=C(C=C2C(=C1)C(=NC=N2)NC3=CC=CC(=C3)C#C)OCCOC.Cl. Synergy scores: CSS=-6.56, Synergy_ZIP=1.56, Synergy_Bliss=-1.61, Synergy_Loewe=-7.53, Synergy_HSA=-5.56. (5) Drug 1: C1=CC=C(C=C1)NC(=O)CCCCCCC(=O)NO. Drug 2: CC1C(C(CC(O1)OC2CC(OC(C2O)C)OC3=CC4=CC5=C(C(=O)C(C(C5)C(C(=O)C(C(C)O)O)OC)OC6CC(C(C(O6)C)O)OC7CC(C(C(O7)C)O)OC8CC(C(C(O8)C)O)(C)O)C(=C4C(=C3C)O)O)O)O. Cell line: RPMI-8226. Synergy scores: CSS=57.0, Synergy_ZIP=-0.406, Synergy_Bliss=-1.03, Synergy_Loewe=-4.88, Synergy_HSA=-1.38. (6) Drug 1: C1=CC(=CC=C1CCC2=CNC3=C2C(=O)NC(=N3)N)C(=O)NC(CCC(=O)O)C(=O)O. Drug 2: CC1=CC=C(C=C1)C2=CC(=NN2C3=CC=C(C=C3)S(=O)(=O)N)C(F)(F)F. Cell line: A549. Synergy scores: CSS=34.8, Synergy_ZIP=-13.1, Synergy_Bliss=-5.06, Synergy_Loewe=-30.4, Synergy_HSA=-3.50. (7) Synergy scores: CSS=-0.901, Synergy_ZIP=-1.42, Synergy_Bliss=-2.36, Synergy_Loewe=-4.28, Synergy_HSA=-3.53. Cell line: CAKI-1. Drug 2: C1C(C(OC1N2C=NC3=C2NC=NCC3O)CO)O. Drug 1: C(CN)CNCCSP(=O)(O)O. (8) Drug 1: C1=NC(=NC(=O)N1C2C(C(C(O2)CO)O)O)N. Drug 2: COC1=C2C(=CC3=C1OC=C3)C=CC(=O)O2. Cell line: RPMI-8226. Synergy scores: CSS=55.6, Synergy_ZIP=4.39, Synergy_Bliss=4.48, Synergy_Loewe=-22.7, Synergy_HSA=0.976.